Dataset: Peptide-MHC class II binding affinity with 134,281 pairs from IEDB. Task: Regression. Given a peptide amino acid sequence and an MHC pseudo amino acid sequence, predict their binding affinity value. This is MHC class II binding data. (1) The peptide sequence is EVVKANGGYLAAGKL. The MHC is DRB1_0901 with pseudo-sequence DRB1_0901. The binding affinity (normalized) is 0.645. (2) The peptide sequence is FEAAFNDAIKASTGG. The MHC is HLA-DPA10103-DPB10401 with pseudo-sequence HLA-DPA10103-DPB10401. The binding affinity (normalized) is 0.0522. (3) The peptide sequence is DEVLIEVNPPFGDSY. The MHC is DRB1_0802 with pseudo-sequence DRB1_0802. The binding affinity (normalized) is 0.629. (4) The peptide sequence is IIEECEHLEDGIYGI. The MHC is HLA-DQA10501-DQB10303 with pseudo-sequence HLA-DQA10501-DQB10303. The binding affinity (normalized) is 0. (5) The peptide sequence is GELQIVDKIDAAFKE. The MHC is DRB4_0101 with pseudo-sequence DRB4_0103. The binding affinity (normalized) is 0.649.